From a dataset of Catalyst prediction with 721,799 reactions and 888 catalyst types from USPTO. Predict which catalyst facilitates the given reaction. (1) Reactant: F[C:2]1[C:3]([N+:15]([O-:17])=[O:16])=[C:4]([C:9]2[N:14]=[CH:13][CH:12]=[CH:11][N:10]=2)[CH:5]=[C:6]([F:8])[CH:7]=1.C([NH2:22])(C)(C)C.O. Product: [F:8][C:6]1[CH:5]=[C:4]([C:9]2[N:14]=[CH:13][CH:12]=[CH:11][N:10]=2)[C:3]([N+:15]([O-:17])=[O:16])=[C:2]([NH2:22])[CH:7]=1. The catalyst class is: 12. (2) Reactant: [Br:1][C:2]1[CH:3]=[C:4]([C:9]([O:11][CH2:12][CH3:13])=[O:10])[C:5]([CH3:8])=[N:6][CH:7]=1.[Se](=O)=[O:15]. Product: [Br:1][C:2]1[CH:3]=[C:4]([C:9]([O:11][CH2:12][CH3:13])=[O:10])[C:5]([CH:8]=[O:15])=[N:6][CH:7]=1. The catalyst class is: 12. (3) Reactant: [Cl:1][C:2]1[CH:3]=[C:4]([CH2:9][C:10]([N:12]2[CH:21]3[CH:16]([CH2:17][CH2:18][CH2:19][CH:20]3[N:22]3[CH2:26][CH2:25][CH2:24][CH2:23]3)[NH:15][CH2:14][CH2:13]2)=[O:11])[CH:5]=[CH:6][C:7]=1[Cl:8].[C:27](Cl)(=[O:29])[CH3:28]. Product: [C:27]([N:15]1[CH:16]2[CH:21]([CH:20]([N:22]3[CH2:26][CH2:25][CH2:24][CH2:23]3)[CH2:19][CH2:18][CH2:17]2)[N:12]([C:10](=[O:11])[CH2:9][C:4]2[CH:5]=[CH:6][C:7]([Cl:8])=[C:2]([Cl:1])[CH:3]=2)[CH2:13][CH2:14]1)(=[O:29])[CH3:28]. The catalyst class is: 2. (4) Reactant: [Br:1][C:2]1[CH:10]=[CH:9][C:5]([C:6]([OH:8])=O)=[CH:4][CH:3]=1.[C:11]([O:15][C:16]([NH:18][C:19]1[CH:24]=[CH:23][CH:22]=[CH:21][C:20]=1[NH2:25])=[O:17])([CH3:14])([CH3:13])[CH3:12]. Product: [C:11]([O:15][C:16]([NH:18][C:19]1[CH:24]=[CH:23][CH:22]=[CH:21][C:20]=1[NH:25][C:6](=[O:8])[C:5]1[CH:4]=[CH:3][C:2]([Br:1])=[CH:10][CH:9]=1)=[O:17])([CH3:14])([CH3:12])[CH3:13]. The catalyst class is: 3. (5) Reactant: C(O[C:4](/[CH:6]=[CH:7]/[C:8]1[CH:13]=[CH:12][C:11](/[CH:14]=[CH:15]/[C:16]([OH:18])=[O:17])=[CH:10][CH:9]=1)=[O:5])C.C(Cl)CCl.C1C=CC2N(O)N=NC=2C=1.[NH2:33][O:34][CH:35]1[CH2:40][CH2:39][CH2:38][CH2:37][O:36]1. Product: [O:36]1[CH2:37][CH2:38][CH2:39][CH2:40][CH:35]1[O:34][NH:33][C:4](/[CH:6]=[CH:7]/[C:8]1[CH:9]=[CH:10][C:11](/[CH:14]=[CH:15]/[C:16]([OH:18])=[O:17])=[CH:12][CH:13]=1)=[O:5]. The catalyst class is: 2. (6) Reactant: [CH3:1][O:2][C:3]1[CH:8]=[CH:7][CH:6]=[CH:5][C:4]=1[N:9]=[C:10]=[S:11].[NH2:12][C:13]1[C:21]2[N:20]=[CH:19][N:18]([CH3:22])[C:17]=2[CH:16]=[CH:15][CH:14]=1. Product: [CH3:1][O:2][C:3]1[CH:8]=[CH:7][CH:6]=[CH:5][C:4]=1[NH:9][C:10]([NH:12][C:13]1[C:21]2[N:20]=[CH:19][N:18]([CH3:22])[C:17]=2[CH:16]=[CH:15][CH:14]=1)=[S:11]. The catalyst class is: 3.